From a dataset of Full USPTO retrosynthesis dataset with 1.9M reactions from patents (1976-2016). Predict the reactants needed to synthesize the given product. Given the product [CH3:8][C:9]1[C:14]([O:15][C:16]2[CH:21]=[CH:20][N:19]=[C:18]([NH:22][C:23]3[CH:31]=[CH:30][C:26]([C:27]([NH:41][CH2:40][CH2:39][N:34]4[CH:38]=[CH:37][CH:36]=[CH:35]4)=[O:29])=[CH:25][CH:24]=3)[CH:17]=2)=[CH:13][CH:12]=[C:11]([CH3:32])[N:10]=1, predict the reactants needed to synthesize it. The reactants are: CCN(CC)CC.[CH3:8][C:9]1[C:14]([O:15][C:16]2[CH:21]=[CH:20][N:19]=[C:18]([NH:22][C:23]3[CH:31]=[CH:30][C:26]([C:27]([O-:29])=O)=[CH:25][CH:24]=3)[CH:17]=2)=[CH:13][CH:12]=[C:11]([CH3:32])[N:10]=1.[Li+].[N:34]1([CH2:39][CH2:40][NH2:41])[CH:38]=[CH:37][CH:36]=[CH:35]1.CN(C(ON1N=NC2C=CC=CC1=2)=[N+](C)C)C.F[P-](F)(F)(F)(F)F.